From a dataset of Full USPTO retrosynthesis dataset with 1.9M reactions from patents (1976-2016). Predict the reactants needed to synthesize the given product. (1) Given the product [CH3:1][O:2][C:3]1[CH:9]=[C:8]([C:20]2[CH:21]=[N:22][N:23]([CH2:25][CH2:26][N:27]3[CH2:28][CH2:29][N:30]([CH3:33])[CH2:31][CH2:32]3)[CH:24]=2)[CH:7]=[CH:6][C:4]=1[NH2:5], predict the reactants needed to synthesize it. The reactants are: [CH3:1][O:2][C:3]1[CH:9]=[C:8](B2OC(C)(C)C(C)(C)O2)[CH:7]=[CH:6][C:4]=1[NH2:5].I[C:20]1[CH:21]=[N:22][N:23]([CH2:25][CH2:26][N:27]2[CH2:32][CH2:31][N:30]([CH3:33])[CH2:29][CH2:28]2)[CH:24]=1.C(Cl)Cl.C(=O)([O-])[O-].[Na+].[Na+]. (2) Given the product [CH2:20]([O:22][C:23]1[CH:24]=[C:25]([CH:28]=[C:29]([O:36][CH2:37][CH3:38])[C:30]=1[N:31]1[CH:35]=[CH:34][CH:33]=[CH:32]1)[CH2:26][N:17]1[CH2:18][CH2:19][CH:14]([NH:13][C:11]2[O:12][C:8]3[CH:7]=[CH:6][CH:5]=[C:4]([N+:1]([O-:3])=[O:2])[C:9]=3[N:10]=2)[CH2:15][CH2:16]1)[CH3:21], predict the reactants needed to synthesize it. The reactants are: [N+:1]([C:4]1[C:9]2[N:10]=[C:11]([NH:13][CH:14]3[CH2:19][CH2:18][NH:17][CH2:16][CH2:15]3)[O:12][C:8]=2[CH:7]=[CH:6][CH:5]=1)([O-:3])=[O:2].[CH2:20]([O:22][C:23]1[CH:24]=[C:25]([CH:28]=[C:29]([O:36][CH2:37][CH3:38])[C:30]=1[N:31]1[CH:35]=[CH:34][CH:33]=[CH:32]1)[CH:26]=O)[CH3:21].C([BH3-])#N.[Na+].C(N(C(C)C)C(C)C)C. (3) Given the product [Br:18][C:19]1[CH:24]=[C:23]([N:11]2[CH2:12][CH2:13][C:9]([C:4]3[CH:3]=[C:2]([Cl:1])[CH:7]=[C:6]([Cl:8])[CH:5]=3)([C:14]([F:17])([F:16])[F:15])[CH2:10]2)[CH:22]=[CH:21][C:20]=1[N+:26]([O-:28])=[O:27], predict the reactants needed to synthesize it. The reactants are: [Cl:1][C:2]1[CH:3]=[C:4]([C:9]2([C:14]([F:17])([F:16])[F:15])[CH2:13][CH2:12][NH:11][CH2:10]2)[CH:5]=[C:6]([Cl:8])[CH:7]=1.[Br:18][C:19]1[CH:24]=[C:23](F)[CH:22]=[CH:21][C:20]=1[N+:26]([O-:28])=[O:27].C(=O)([O-])[O-].[K+].[K+].O. (4) Given the product [Br:1][C:2]1[CH:7]=[CH:6][C:5]([NH:8][C:9]2[N:20]=[CH:19][CH:18]=[CH:17][C:10]=2[C:11]([NH:13][CH2:14][C:15]2[N:23]=[N:22][N:21]([CH2:24][C:25]3[CH:30]=[CH:29][CH:28]=[C:27]([O:31][C:32]4[CH:37]=[CH:36][CH:35]=[CH:34][CH:33]=4)[CH:26]=3)[CH:16]=2)=[O:12])=[CH:4][CH:3]=1, predict the reactants needed to synthesize it. The reactants are: [Br:1][C:2]1[CH:7]=[CH:6][C:5]([NH:8][C:9]2[N:20]=[CH:19][CH:18]=[CH:17][C:10]=2[C:11]([NH:13][CH2:14][C:15]#[CH:16])=[O:12])=[CH:4][CH:3]=1.[N:21]([CH2:24][C:25]1[CH:30]=[CH:29][CH:28]=[C:27]([O:31][C:32]2[CH:37]=[CH:36][CH:35]=[CH:34][CH:33]=2)[CH:26]=1)=[N+:22]=[N-:23].O.O=C1O[C@H]([C@H](CO)O)C([O-])=C1O.[Na+].